Dataset: Forward reaction prediction with 1.9M reactions from USPTO patents (1976-2016). Task: Predict the product of the given reaction. (1) Given the reactants [H-].[Na+].Cl[C:4]1[C:9]([N+:10]([O-:12])=[O:11])=[CH:8][CH:7]=[CH:6][N:5]=1.[C:13]([O:17][CH3:18])(=[O:16])[CH2:14][OH:15], predict the reaction product. The product is: [CH3:18][O:17][C:13]([CH2:14][O:15][C:4]1[C:9]([N+:10]([O-:12])=[O:11])=[CH:8][CH:7]=[CH:6][N:5]=1)=[O:16]. (2) Given the reactants [F:1][C:2]([F:22])([F:21])/[C:3](/[NH:10][C:11]1[CH:12]=[N:13][CH:14]=[C:15]([C:17]([F:20])([F:19])[F:18])[CH:16]=1)=[CH:4]\[C:5]([O:7][CH2:8][CH3:9])=[O:6].[C:23](/[C:25](=[CH:31]/[C:32]1[CH:37]=[CH:36][C:35]([C:38]#[N:39])=[CH:34][CH:33]=1)/[C:26]([O:28][CH2:29][CH3:30])=[O:27])#[N:24].N12CCCN=C1CCCCC2, predict the reaction product. The product is: [NH2:24][C:23]1[N:10]([C:11]2[CH:12]=[N:13][CH:14]=[C:15]([C:17]([F:18])([F:19])[F:20])[CH:16]=2)[C:3]([C:2]([F:1])([F:21])[F:22])=[C:4]([C:5]([O:7][CH2:8][CH3:9])=[O:6])[CH:31]([C:32]2[CH:37]=[CH:36][C:35]([C:38]#[N:39])=[CH:34][CH:33]=2)[C:25]=1[C:26]([O:28][CH2:29][CH3:30])=[O:27]. (3) Given the reactants [CH2:1]([O:3][C:4]([C:6]1([C:9]2[CH:14]=[CH:13][C:12]([C:15]3[CH:20]=[CH:19][C:18]([C:21]4[O:25][N:24]=[C:23]([CH3:26])[C:22]=4[NH2:27])=[CH:17][CH:16]=3)=[CH:11][CH:10]=2)[CH2:8][CH2:7]1)=[O:5])[CH3:2].[C:28]1([S:34]([C:36]2[CH:41]=[CH:40][CH:39]=[C:38](Br)[N:37]=2)=[O:35])[CH:33]=[CH:32][CH:31]=[CH:30][CH:29]=1, predict the reaction product. The product is: [CH2:1]([O:3][C:4]([C:6]1([C:9]2[CH:10]=[CH:11][C:12]([C:15]3[CH:20]=[CH:19][C:18]([C:21]4[O:25][N:24]=[C:23]([CH3:26])[C:22]=4[NH:27][C:38]4[CH:39]=[CH:40][CH:41]=[C:36]([S:34]([C:28]5[CH:33]=[CH:32][CH:31]=[CH:30][CH:29]=5)=[O:35])[N:37]=4)=[CH:17][CH:16]=3)=[CH:13][CH:14]=2)[CH2:8][CH2:7]1)=[O:5])[CH3:2]. (4) Given the reactants Cl[C:2]1[CH:7]=[CH:6][N:5]=[C:4]2[CH:8]=[C:9]([C:11]3[CH:16]=[C:15]([O:17][CH3:18])[C:14]([O:19][CH3:20])=[C:13]([O:21][CH3:22])[CH:12]=3)[O:10][C:3]=12.[NH2:23][CH2:24][C:25]1[C:26]([N:31]([CH3:36])[S:32]([CH3:35])(=[O:34])=[O:33])=[N:27][CH:28]=[CH:29][CH:30]=1.C(=O)([O-])[O-].[K+].[K+], predict the reaction product. The product is: [CH3:36][N:31]([C:26]1[C:25]([CH2:24][NH:23][C:2]2[CH:7]=[CH:6][N:5]=[C:4]3[CH:8]=[C:9]([C:11]4[CH:16]=[C:15]([O:17][CH3:18])[C:14]([O:19][CH3:20])=[C:13]([O:21][CH3:22])[CH:12]=4)[O:10][C:3]=23)=[CH:30][CH:29]=[CH:28][N:27]=1)[S:32]([CH3:35])(=[O:34])=[O:33]. (5) Given the reactants [NH2:1][C:2]1[CH:10]=[CH:9][C:5]([C:6]([OH:8])=[O:7])=[CH:4][CH:3]=1.CN(C)C1C=CC=CC=1.[N+:20]([C:23]1[CH:31]=[CH:30][C:26]([C:27](Cl)=[O:28])=[CH:25][CH:24]=1)([O-:22])=[O:21], predict the reaction product. The product is: [N+:20]([C:23]1[CH:24]=[CH:25][C:26]([C:27]([NH:1][C:2]2[CH:10]=[CH:9][C:5]([C:6]([OH:8])=[O:7])=[CH:4][CH:3]=2)=[O:28])=[CH:30][CH:31]=1)([O-:22])=[O:21]. (6) Given the reactants [CH2:1]([O:8][C:9]([N:11]1[CH2:20][CH2:19][C:18]2[C:13](=[C:14]([Cl:22])[CH:15]=[CH:16][C:17]=2Br)[CH2:12]1)=[O:10])[C:2]1[CH:7]=[CH:6][CH:5]=[CH:4][CH:3]=1.C[C:24]([N:26](C)C)=O, predict the reaction product. The product is: [CH2:1]([O:8][C:9]([N:11]1[CH2:20][CH2:19][C:18]2[C:13](=[C:14]([Cl:22])[CH:15]=[CH:16][C:17]=2[C:24]#[N:26])[CH2:12]1)=[O:10])[C:2]1[CH:7]=[CH:6][CH:5]=[CH:4][CH:3]=1. (7) Given the reactants [CH2:1]([O:3][C:4]([C:6]1([C:9]2[CH:14]=[CH:13][C:12]([C:15]3[CH:20]=[CH:19][C:18]([C:21]4[O:25][N:24]=[C:23]([CH3:26])[C:22]=4[CH:27]([OH:33])[C:28]([CH3:32])([CH3:31])[CH:29]=[CH2:30])=[CH:17][CH:16]=3)=[CH:11][CH:10]=2)[CH2:8][CH2:7]1)=[O:5])[CH3:2].I[C:35]1[CH:40]=[CH:39][CH:38]=[CH:37][CH:36]=1, predict the reaction product. The product is: [CH2:1]([O:3][C:4]([C:6]1([C:9]2[CH:10]=[CH:11][C:12]([C:15]3[CH:20]=[CH:19][C:18]([C:21]4[O:25][N:24]=[C:23]([CH3:26])[C:22]=4[CH:27]([OH:33])[C:28]([CH3:32])([CH3:31])/[CH:29]=[CH:30]/[C:35]4[CH:40]=[CH:39][CH:38]=[CH:37][CH:36]=4)=[CH:17][CH:16]=3)=[CH:13][CH:14]=2)[CH2:8][CH2:7]1)=[O:5])[CH3:2]. (8) Given the reactants FC(F)(F)C(O)=O.[F:8][C:9]1[CH:14]=[CH:13][CH:12]=[C:11]([F:15])[C:10]=1[NH:16][C:17]([C@@H:19]1[C:27]2[C:22](=[CH:23][CH:24]=[CH:25][CH:26]=2)[CH2:21][N:20]1[C:28](=[O:37])[C@@H:29]([NH2:36])[CH:30]1[CH2:35][CH2:34][CH2:33][CH2:32][CH2:31]1)=[O:18].[C:38]([O:42][C:43]([N:45]([CH3:51])[C@@H:46]([CH3:50])[C:47](O)=[O:48])=[O:44])([CH3:41])([CH3:40])[CH3:39].CN(C(ON1N=NC2C=CC=NC1=2)=[N+](C)C)C.F[P-](F)(F)(F)(F)F.CCN(C(C)C)C(C)C, predict the reaction product. The product is: [C:38]([O:42][C:43](=[O:44])[N:45]([C@H:46]([C:47](=[O:48])[NH:36][C@@H:29]([CH:30]1[CH2:31][CH2:32][CH2:33][CH2:34][CH2:35]1)[C:28]([N:20]1[CH2:21][C:22]2[C:27](=[CH:26][CH:25]=[CH:24][CH:23]=2)[C@H:19]1[C:17](=[O:18])[NH:16][C:10]1[C:11]([F:15])=[CH:12][CH:13]=[CH:14][C:9]=1[F:8])=[O:37])[CH3:50])[CH3:51])([CH3:39])([CH3:40])[CH3:41]. (9) The product is: [F:19][C:16]([F:17])([F:18])[C:13]1[N:11]2[N:12]=[C:7]([N:1]3[CH2:2][CH2:3][N:4]([CH2:25][C:24]4[CH:23]=[C:22]([CH2:21][OH:20])[CH:29]=[CH:28][CH:27]=4)[CH2:5][CH2:6]3)[CH:8]=[CH:9][C:10]2=[N:15][N:14]=1. Given the reactants [N:1]1([C:7]2[CH:8]=[CH:9][C:10]3[N:11]([C:13]([C:16]([F:19])([F:18])[F:17])=[N:14][N:15]=3)[N:12]=2)[CH2:6][CH2:5][NH:4][CH2:3][CH2:2]1.[OH:20][CH2:21][C:22]1[CH:23]=[C:24]([CH:27]=[CH:28][CH:29]=1)[CH:25]=O, predict the reaction product. (10) Given the reactants I[C:2]1[C:3]([CH3:21])=[N:4][CH:5]=[C:6]([C:9]=1[NH:10][C:11]1[C:12]([CH3:20])=[C:13]2[C:17](=[CH:18][CH:19]=1)[NH:16][CH:15]=[CH:14]2)[C:7]#[N:8].[CH:22]([C:24]1[S:28][C:27](B(O)O)=[CH:26][CH:25]=1)=[O:23].C(#N)C, predict the reaction product. The product is: [CH:22]([C:24]1[S:28][C:27]([C:2]2[C:9]([NH:10][C:11]3[C:12]([CH3:20])=[C:13]4[C:17](=[CH:18][CH:19]=3)[NH:16][CH:15]=[CH:14]4)=[C:6]([C:7]#[N:8])[CH:5]=[N:4][C:3]=2[CH3:21])=[CH:26][CH:25]=1)=[O:23].